The task is: Predict the product of the given reaction.. This data is from Forward reaction prediction with 1.9M reactions from USPTO patents (1976-2016). (1) Given the reactants C([O:4][C@@H:5]([CH2:41][CH2:42]C)[CH2:6][CH2:7][C@@H:8]1[C@H:12]2[CH2:13][C:14]3[C:19]([CH2:20][C@H:11]2[CH2:10][C@H:9]1[O:23][Si:24]([C:37]([CH3:40])([CH3:39])[CH3:38])([C:31]1[CH:36]=[CH:35][CH:34]=[CH:33][CH:32]=1)[C:25]1[CH:30]=[CH:29][CH:28]=[CH:27][CH:26]=1)=[C:18]([O:21][CH3:22])[CH:17]=[CH:16][CH:15]=3)(=O)C.[CH3:44][CH2:45]OC(C)=O.CCCCCCC, predict the reaction product. The product is: [Si:24]([O:23][C@H:9]1[C@H:8]([CH2:7][CH2:6][CH:5]([OH:4])[CH2:41][CH2:42][CH2:44][CH3:45])[C@H:12]2[CH2:13][C:14]3[C:19]([CH2:20][C@H:11]2[CH2:10]1)=[C:18]([O:21][CH3:22])[CH:17]=[CH:16][CH:15]=3)([C:37]([CH3:38])([CH3:40])[CH3:39])([C:25]1[CH:26]=[CH:27][CH:28]=[CH:29][CH:30]=1)[C:31]1[CH:36]=[CH:35][CH:34]=[CH:33][CH:32]=1. (2) Given the reactants [CH:1]1([CH:6]([C:10]2[CH:14]=[CH:13][S:12][CH:11]=2)[C:7]([OH:9])=O)[CH2:5][CH2:4][CH2:3][CH2:2]1.[F:15][C:16]([F:21])([F:20])[C:17]([OH:19])=[O:18].[CH3:22][N:23]1[CH2:28][CH2:27][CH:26]([O:29][C:30]2[CH:35]=[CH:34][C:33]([C:36]3[C:44]4[C:39](=[CH:40][CH:41]=[C:42]([NH2:45])[CH:43]=4)[NH:38][N:37]=3)=[CH:32][CH:31]=2)[CH2:25][CH2:24]1.CCN(C(C)C)C(C)C.CN(C(ON1N=NC2C=CC=CC1=2)=[N+](C)C)C.[B-](F)(F)(F)F, predict the reaction product. The product is: [CH:1]1([CH:6]([C:10]2[CH:14]=[CH:13][S:12][CH:11]=2)[C:7]([NH:45][C:42]2[CH:43]=[C:44]3[C:39](=[CH:40][CH:41]=2)[NH:38][N:37]=[C:36]3[C:33]2[CH:34]=[CH:35][C:30]([O:29][CH:26]3[CH2:27][CH2:28][N:23]([CH3:22])[CH2:24][CH2:25]3)=[CH:31][CH:32]=2)=[O:9])[CH2:2][CH2:3][CH2:4][CH2:5]1.[C:17]([OH:19])([C:16]([F:21])([F:20])[F:15])=[O:18]. (3) Given the reactants [F:1][C:2]1[CH:8]=[CH:7][C:5]([NH2:6])=[C:4]([O:9][CH3:10])[CH:3]=1.[C:11](OCC)(=[O:16])[CH2:12][C:13]([CH3:15])=O.[OH-].[Na+], predict the reaction product. The product is: [F:1][C:2]1[CH:8]=[C:7]2[C:5](=[C:4]([O:9][CH3:10])[CH:3]=1)[N:6]=[C:13]([CH3:15])[CH:12]=[C:11]2[OH:16].